Dataset: Full USPTO retrosynthesis dataset with 1.9M reactions from patents (1976-2016). Task: Predict the reactants needed to synthesize the given product. (1) Given the product [CH2:25]1[C:24]2[C:19](=[CH:20][CH:21]=[CH:22][CH:23]=2)[CH2:18][CH:17]1[N:9]([CH2:8][C:5]1[CH:6]=[CH:7][C:2]([C:32]2[CH:31]=[CH:30][CH:29]=[C:28]([CH:26]=[O:27])[CH:33]=2)=[CH:3][CH:4]=1)[C:10](=[O:16])[O:11][C:12]([CH3:13])([CH3:14])[CH3:15], predict the reactants needed to synthesize it. The reactants are: Br[C:2]1[CH:7]=[CH:6][C:5]([CH2:8][N:9]([CH:17]2[CH2:25][C:24]3[C:19](=[CH:20][CH:21]=[CH:22][CH:23]=3)[CH2:18]2)[C:10](=[O:16])[O:11][C:12]([CH3:15])([CH3:14])[CH3:13])=[CH:4][CH:3]=1.[CH:26]([C:28]1[CH:29]=[C:30](B(O)O)[CH:31]=[CH:32][CH:33]=1)=[O:27]. (2) Given the product [O:13]=[C:12]1[C:11]2[C:10](=[CH:18][CH:17]=[CH:16][CH:15]=2)[CH:8]([P:2](=[O:7])([O:5][CH3:6])[O:3][CH3:4])[O:14]1, predict the reactants needed to synthesize it. The reactants are: [Na].[P:2]([OH:7])([O:5][CH3:6])[O:3][CH3:4].[CH:8]([C:10]1[CH:18]=[CH:17][CH:16]=[CH:15][C:11]=1[C:12]([OH:14])=[O:13])=O.CS(O)(=O)=O.